This data is from NCI-60 drug combinations with 297,098 pairs across 59 cell lines. The task is: Regression. Given two drug SMILES strings and cell line genomic features, predict the synergy score measuring deviation from expected non-interaction effect. (1) Drug 1: CNC(=O)C1=CC=CC=C1SC2=CC3=C(C=C2)C(=NN3)C=CC4=CC=CC=N4. Drug 2: C1=CC=C(C(=C1)C(C2=CC=C(C=C2)Cl)C(Cl)Cl)Cl. Cell line: NCIH23. Synergy scores: CSS=7.43, Synergy_ZIP=-0.214, Synergy_Bliss=4.43, Synergy_Loewe=2.54, Synergy_HSA=3.27. (2) Drug 1: C1=NC2=C(N1)C(=S)N=C(N2)N. Drug 2: C1CN1P(=S)(N2CC2)N3CC3. Cell line: NCI-H460. Synergy scores: CSS=49.7, Synergy_ZIP=-2.63, Synergy_Bliss=-5.21, Synergy_Loewe=-9.69, Synergy_HSA=-2.17. (3) Drug 1: CN(C)N=NC1=C(NC=N1)C(=O)N. Drug 2: CN(C)C1=NC(=NC(=N1)N(C)C)N(C)C. Cell line: RXF 393. Synergy scores: CSS=-2.93, Synergy_ZIP=1.60, Synergy_Bliss=1.26, Synergy_Loewe=-2.95, Synergy_HSA=-1.95. (4) Drug 1: CC1=C2C(C(=O)C3(C(CC4C(C3C(C(C2(C)C)(CC1OC(=O)C(C(C5=CC=CC=C5)NC(=O)OC(C)(C)C)O)O)OC(=O)C6=CC=CC=C6)(CO4)OC(=O)C)OC)C)OC. Drug 2: CCCCC(=O)OCC(=O)C1(CC(C2=C(C1)C(=C3C(=C2O)C(=O)C4=C(C3=O)C=CC=C4OC)O)OC5CC(C(C(O5)C)O)NC(=O)C(F)(F)F)O. Cell line: NCI-H460. Synergy scores: CSS=79.9, Synergy_ZIP=29.9, Synergy_Bliss=29.3, Synergy_Loewe=19.5, Synergy_HSA=29.5. (5) Drug 1: C1CN1P(=S)(N2CC2)N3CC3. Drug 2: COCCOC1=C(C=C2C(=C1)C(=NC=N2)NC3=CC=CC(=C3)C#C)OCCOC.Cl. Cell line: RPMI-8226. Synergy scores: CSS=16.4, Synergy_ZIP=-7.07, Synergy_Bliss=-1.73, Synergy_Loewe=-10.4, Synergy_HSA=-1.75. (6) Drug 1: CN1CCC(CC1)COC2=C(C=C3C(=C2)N=CN=C3NC4=C(C=C(C=C4)Br)F)OC. Drug 2: C1CN(P(=O)(OC1)NCCCl)CCCl. Cell line: OVCAR-8. Synergy scores: CSS=-2.32, Synergy_ZIP=-1.96, Synergy_Bliss=-4.72, Synergy_Loewe=-7.64, Synergy_HSA=-5.19. (7) Drug 1: C1CCN(CC1)CCOC2=CC=C(C=C2)C(=O)C3=C(SC4=C3C=CC(=C4)O)C5=CC=C(C=C5)O. Drug 2: C1=CN(C(=O)N=C1N)C2C(C(C(O2)CO)O)O.Cl. Cell line: RXF 393. Synergy scores: CSS=11.0, Synergy_ZIP=-4.49, Synergy_Bliss=-3.11, Synergy_Loewe=-5.88, Synergy_HSA=-1.14. (8) Drug 1: CC1C(C(CC(O1)OC2CC(CC3=C2C(=C4C(=C3O)C(=O)C5=C(C4=O)C(=CC=C5)OC)O)(C(=O)C)O)N)O.Cl. Drug 2: C1CCC(CC1)NC(=O)N(CCCl)N=O. Cell line: T-47D. Synergy scores: CSS=24.0, Synergy_ZIP=2.91, Synergy_Bliss=4.31, Synergy_Loewe=-3.86, Synergy_HSA=5.23. (9) Drug 1: C1=CC(=C2C(=C1NCCNCCO)C(=O)C3=C(C=CC(=C3C2=O)O)O)NCCNCCO. Drug 2: CC=C1C(=O)NC(C(=O)OC2CC(=O)NC(C(=O)NC(CSSCCC=C2)C(=O)N1)C(C)C)C(C)C. Cell line: SF-268. Synergy scores: CSS=79.9, Synergy_ZIP=2.67, Synergy_Bliss=1.28, Synergy_Loewe=-0.445, Synergy_HSA=4.23.